Predict the product of the given reaction. From a dataset of Forward reaction prediction with 1.9M reactions from USPTO patents (1976-2016). Given the reactants [C:1]([NH:9][CH2:10][C@@H:11]([C:33]([O:35]C)=[O:34])[NH:12][C:13](=[O:32])[C:14]1[CH:19]=[CH:18][C:17]([C:20]([NH:22][CH2:23][C:24]2[CH:29]=[CH:28][CH:27]=[C:26]([OH:30])[CH:25]=2)=[O:21])=[CH:16][C:15]=1[Cl:31])(=[O:8])[C:2]1[CH:7]=[CH:6][CH:5]=[CH:4][CH:3]=1.[OH-].[Li+], predict the reaction product. The product is: [C:1]([NH:9][CH2:10][C@@H:11]([C:33]([OH:35])=[O:34])[NH:12][C:13](=[O:32])[C:14]1[CH:19]=[CH:18][C:17]([C:20]([NH:22][CH2:23][C:24]2[CH:29]=[CH:28][CH:27]=[C:26]([OH:30])[CH:25]=2)=[O:21])=[CH:16][C:15]=1[Cl:31])(=[O:8])[C:2]1[CH:7]=[CH:6][CH:5]=[CH:4][CH:3]=1.